Dataset: Full USPTO retrosynthesis dataset with 1.9M reactions from patents (1976-2016). Task: Predict the reactants needed to synthesize the given product. (1) Given the product [Br:1][C:2]1[C:7]([O:8][CH2:10][CH:11]2[CH2:13][CH2:12]2)=[CH:6][CH:5]=[CH:4][N:3]=1, predict the reactants needed to synthesize it. The reactants are: [Br:1][C:2]1[C:7]([OH:8])=[CH:6][CH:5]=[CH:4][N:3]=1.Br[CH2:10][CH:11]1[CH2:13][CH2:12]1.C([O-])([O-])=O.[K+].[K+]. (2) Given the product [F:1][C:2]1[C:11]2[O:10][CH2:9][CH:8]([CH2:12][NH:31][CH2:28][CH:29]=[CH2:30])[O:7][C:6]=2[CH:5]=[C:4]([S:24]([CH3:27])(=[O:25])=[O:26])[CH:3]=1, predict the reactants needed to synthesize it. The reactants are: [F:1][C:2]1[C:11]2[O:10][CH2:9][CH:8]([CH2:12]OS(C3C=CC(C)=CC=3)(=O)=O)[O:7][C:6]=2[CH:5]=[C:4]([S:24]([CH3:27])(=[O:26])=[O:25])[CH:3]=1.[CH2:28]([NH2:31])[CH:29]=[CH2:30]. (3) Given the product [C:9]1([CH2:8][C:3]2[O:6][C:7]3[CH:24]=[CH:23][C:19]([C:20]([O:22][CH3:28])=[O:21])=[CH:18][C:17]=3[N:26]=2)[CH:10]=[CH:11][CH:12]=[CH:13][CH:14]=1, predict the reactants needed to synthesize it. The reactants are: CO[C:3]([CH2:8][C:9]1[CH:14]=[CH:13][CH:12]=[CH:11][CH:10]=1)([O:6][CH3:7])OC.CC1[CH:24]=[CH:23][C:19]([C:20]([O-:22])=[O:21])=[C:18](O)[C:17]=1[NH2:26].Cl.[CH3:28]O. (4) Given the product [Cl:8][CH2:9][C:10]1[N:7]=[C:5]([NH:4][C:1](=[O:3])[CH3:2])[S:6][CH:12]=1, predict the reactants needed to synthesize it. The reactants are: [C:1]([NH:4][C:5]([NH2:7])=[S:6])(=[O:3])[CH3:2].[Cl:8][CH2:9][C:10]([CH2:12]Cl)=O.